Dataset: NCI-60 drug combinations with 297,098 pairs across 59 cell lines. Task: Regression. Given two drug SMILES strings and cell line genomic features, predict the synergy score measuring deviation from expected non-interaction effect. (1) Drug 1: C1CCN(CC1)CCOC2=CC=C(C=C2)C(=O)C3=C(SC4=C3C=CC(=C4)O)C5=CC=C(C=C5)O. Drug 2: CC1=CC2C(CCC3(C2CCC3(C(=O)C)OC(=O)C)C)C4(C1=CC(=O)CC4)C. Cell line: HCT116. Synergy scores: CSS=-5.97, Synergy_ZIP=3.19, Synergy_Bliss=1.05, Synergy_Loewe=-4.38, Synergy_HSA=-2.34. (2) Cell line: HS 578T. Synergy scores: CSS=-1.27, Synergy_ZIP=4.23, Synergy_Bliss=7.13, Synergy_Loewe=0.173, Synergy_HSA=0.466. Drug 1: CN1CCC(CC1)COC2=C(C=C3C(=C2)N=CN=C3NC4=C(C=C(C=C4)Br)F)OC. Drug 2: CN1C(=O)N2C=NC(=C2N=N1)C(=O)N. (3) Drug 2: CNC(=O)C1=NC=CC(=C1)OC2=CC=C(C=C2)NC(=O)NC3=CC(=C(C=C3)Cl)C(F)(F)F. Drug 1: CCN(CC)CCNC(=O)C1=C(NC(=C1C)C=C2C3=C(C=CC(=C3)F)NC2=O)C. Synergy scores: CSS=0.909, Synergy_ZIP=-1.92, Synergy_Bliss=-4.05, Synergy_Loewe=-10.0, Synergy_HSA=-5.49. Cell line: MALME-3M. (4) Drug 1: C1=CC(=CC=C1CCCC(=O)O)N(CCCl)CCCl. Drug 2: CC1CCCC2(C(O2)CC(NC(=O)CC(C(C(=O)C(C1O)C)(C)C)O)C(=CC3=CSC(=N3)C)C)C. Cell line: NCI-H522. Synergy scores: CSS=18.4, Synergy_ZIP=-7.78, Synergy_Bliss=-2.47, Synergy_Loewe=-1.52, Synergy_HSA=-1.34. (5) Drug 1: C1=NC2=C(N=C(N=C2N1C3C(C(C(O3)CO)O)O)F)N. Drug 2: B(C(CC(C)C)NC(=O)C(CC1=CC=CC=C1)NC(=O)C2=NC=CN=C2)(O)O. Cell line: HT29. Synergy scores: CSS=40.1, Synergy_ZIP=-2.77, Synergy_Bliss=-9.21, Synergy_Loewe=-55.6, Synergy_HSA=-12.0. (6) Drug 1: CCC1(CC2CC(C3=C(CCN(C2)C1)C4=CC=CC=C4N3)(C5=C(C=C6C(=C5)C78CCN9C7C(C=CC9)(C(C(C8N6C)(C(=O)OC)O)OC(=O)C)CC)OC)C(=O)OC)O.OS(=O)(=O)O. Drug 2: C1=NC2=C(N=C(N=C2N1C3C(C(C(O3)CO)O)F)Cl)N. Cell line: UACC62. Synergy scores: CSS=-2.41, Synergy_ZIP=-0.490, Synergy_Bliss=-3.22, Synergy_Loewe=-3.18, Synergy_HSA=-3.57. (7) Drug 1: CN(C)N=NC1=C(NC=N1)C(=O)N. Drug 2: COC1=NC(=NC2=C1N=CN2C3C(C(C(O3)CO)O)O)N. Cell line: NCI-H226. Synergy scores: CSS=2.82, Synergy_ZIP=2.73, Synergy_Bliss=6.13, Synergy_Loewe=3.41, Synergy_HSA=3.93. (8) Synergy scores: CSS=61.0, Synergy_ZIP=18.2, Synergy_Bliss=18.1, Synergy_Loewe=-8.16, Synergy_HSA=21.0. Drug 1: COC1=C(C=C2C(=C1)N=CN=C2NC3=CC(=C(C=C3)F)Cl)OCCCN4CCOCC4. Cell line: LOX IMVI. Drug 2: CCC1=CC2CC(C3=C(CN(C2)C1)C4=CC=CC=C4N3)(C5=C(C=C6C(=C5)C78CCN9C7C(C=CC9)(C(C(C8N6C)(C(=O)OC)O)OC(=O)C)CC)OC)C(=O)OC.C(C(C(=O)O)O)(C(=O)O)O.